Dataset: Peptide-MHC class I binding affinity with 185,985 pairs from IEDB/IMGT. Task: Regression. Given a peptide amino acid sequence and an MHC pseudo amino acid sequence, predict their binding affinity value. This is MHC class I binding data. (1) The peptide sequence is RTPSPRRRR. The MHC is Patr-A0401 with pseudo-sequence Patr-A0401. The binding affinity (normalized) is 0.221. (2) The peptide sequence is WLYDLWGQL. The MHC is HLA-B07:02 with pseudo-sequence HLA-B07:02. The binding affinity (normalized) is 0.213. (3) The binding affinity (normalized) is 0.0847. The MHC is HLA-A02:06 with pseudo-sequence HLA-A02:06. The peptide sequence is NHYLCLNCL. (4) The peptide sequence is ATVKGMQSY. The MHC is HLA-A30:01 with pseudo-sequence HLA-A30:01. The binding affinity (normalized) is 0.213.